From a dataset of Reaction yield outcomes from USPTO patents with 853,638 reactions. Predict the reaction yield, written as a fraction of the theoretical maximum amount of product (1.0 means a 100% yield; for example, 0.34 means a 34% yield). (1) The reactants are [Br:1][C:2]1[S:3][CH:4]=[C:5]([C:7]([CH3:10])=[CH:8][CH3:9])[CH:6]=1.CC(C)=[O:13].C[N+]1([O-])CCOCC1.[OH2:23]. The catalyst is O=[Os](=O)(=O)=O. The product is [Br:1][C:2]1[S:3][CH:4]=[C:5]([C:7]([OH:13])([CH:8]([OH:23])[CH3:9])[CH3:10])[CH:6]=1. The yield is 0.900. (2) The reactants are ON1C2C=CC=CC=2N=N1.ClCCl.CN(C=O)C.[CH3:19][S:20]([C:23]1[CH:24]=[C:25]([CH:29]=[CH:30][CH:31]=1)[C:26]([OH:28])=O)(=[O:22])=[O:21].[CH3:32][C:33]([CH3:54])([CH3:53])[CH2:34][CH2:35][NH:36][C:37](=[O:52])[C@H:38]([CH3:51])[CH2:39][C@H:40]([OH:50])[C@@H:41]([NH2:49])[CH2:42][C:43]1[CH:48]=[CH:47][CH:46]=[CH:45][CH:44]=1. The catalyst is CN(C=O)C.ClCCl. The product is [CH2:42]([C@H:41]([NH:49][C:26](=[O:28])[C:25]1[CH:29]=[CH:30][CH:31]=[C:23]([S:20]([CH3:19])(=[O:21])=[O:22])[CH:24]=1)[C@@H:40]([OH:50])[CH2:39][C@H:38]([C:37](=[O:52])[NH:36][CH2:35][CH2:34][C:33]([CH3:32])([CH3:53])[CH3:54])[CH3:51])[C:43]1[CH:48]=[CH:47][CH:46]=[CH:45][CH:44]=1. The yield is 0.490. (3) The product is [CH2:1]([O:8][C:9]1[CH:14]=[CH:13][N:12]=[C:11]([CH2:15][OH:16])[C:10]=1[CH3:20])[CH2:2][CH2:3][CH2:4][CH2:5][CH2:6][CH3:7]. The yield is 0.929. No catalyst specified. The reactants are [CH2:1]([O:8][C:9]1[CH:14]=[CH:13][N:12]=[C:11]([CH2:15][O:16]C(=O)C)[C:10]=1[CH3:20])[CH2:2][CH2:3][CH2:4][CH2:5][CH2:6][CH3:7].[OH-].[Na+]. (4) The reactants are [F:1][C:2]([F:17])([F:16])[C:3]1[CH:4]=[N:5][C:6]([C:9]2[CH:14]=[CH:13][NH:12][C:11](=[O:15])[CH:10]=2)=[N:7][CH:8]=1.Br[C:19]1[CH:20]=[CH:21][C:22]2[C:23]3[CH2:32][N:31]([C:33]([O:35][C:36]([CH3:39])([CH3:38])[CH3:37])=[O:34])[CH2:30][CH2:29][C:24]=3[N:25]([CH3:28])[C:26]=2[CH:27]=1. No catalyst specified. The product is [CH3:28][N:25]1[C:26]2[CH:27]=[C:19]([N:12]3[CH:13]=[CH:14][C:9]([C:6]4[N:7]=[CH:8][C:3]([C:2]([F:1])([F:16])[F:17])=[CH:4][N:5]=4)=[CH:10][C:11]3=[O:15])[CH:20]=[CH:21][C:22]=2[C:23]2[CH2:32][N:31]([C:33]([O:35][C:36]([CH3:39])([CH3:38])[CH3:37])=[O:34])[CH2:30][CH2:29][C:24]1=2. The yield is 0.390.